Dataset: Forward reaction prediction with 1.9M reactions from USPTO patents (1976-2016). Task: Predict the product of the given reaction. (1) Given the reactants [CH2:1]([N:3]1[CH2:7][CH2:6][C@H:5]([C:8]([OH:10])=O)[CH2:4]1)[CH3:2].C1C=CC2N(O)N=NC=2C=1.CCN=C=NCCCN(C)C.[NH2:32][CH2:33][C:34]1[CH:39]=[C:38]([F:40])[CH:37]=[CH:36][C:35]=1[S:41]([NH:44][C:45]1[C:54]([C:55]([O:57][CH3:58])=[O:56])=[C:53]2[C:48]([C@H:49]3[CH2:59][C@H:50]3[CH2:51][O:52]2)=[CH:47][CH:46]=1)(=[O:43])=[O:42], predict the reaction product. The product is: [CH2:1]([N:3]1[CH2:7][CH2:6][C@H:5]([C:8]([NH:32][CH2:33][C:34]2[CH:39]=[C:38]([F:40])[CH:37]=[CH:36][C:35]=2[S:41]([NH:44][C:45]2[C:54]([C:55]([O:57][CH3:58])=[O:56])=[C:53]3[C:48]([C@H:49]4[CH2:59][C@H:50]4[CH2:51][O:52]3)=[CH:47][CH:46]=2)(=[O:42])=[O:43])=[O:10])[CH2:4]1)[CH3:2]. (2) Given the reactants [H-].[Na+].[N:3]1[N:4]=[CH:5][N:6]([NH:8][C:9]2[CH:16]=[CH:15][C:12]([C:13]#[N:14])=[CH:11][CH:10]=2)[CH:7]=1.[CH2:17]([O:24][C:25]1[CH:30]=[CH:29][C:28]([CH2:31]Cl)=[CH:27][C:26]=1[F:33])[C:18]1[CH:23]=[CH:22][CH:21]=[CH:20][CH:19]=1.C(OCC)(=O)C, predict the reaction product. The product is: [CH2:17]([O:24][C:25]1[CH:30]=[CH:29][C:28]([CH2:31][N:8]([N:6]2[CH:5]=[N:4][N:3]=[CH:7]2)[C:9]2[CH:10]=[CH:11][C:12]([C:13]#[N:14])=[CH:15][CH:16]=2)=[CH:27][C:26]=1[F:33])[C:18]1[CH:19]=[CH:20][CH:21]=[CH:22][CH:23]=1. (3) Given the reactants [F:1][C:2]1[CH:3]=[C:4]([C:8]2[CH:13]=[C:12]([C:14]3[CH:19]=[CH:18][N:17]=[C:16]([N:20]4[CH2:25][CH2:24][N:23]([C:26]([O:28][C:29]([CH3:32])([CH3:31])[CH3:30])=[O:27])[CH2:22][CH2:21]4)[N:15]=3)[C:11]([OH:33])=[CH:10][N:9]=2)[CH:5]=[CH:6][CH:7]=1.[C:34]([O:38][C:39](=[O:58])[N:40]([S:46]([C:49]1[CH:54]=[C:53]([Cl:55])[C:52](F)=[CH:51][C:50]=1[F:57])(=[O:48])=[O:47])[C:41]1[N:42]=[CH:43][S:44][CH:45]=1)([CH3:37])([CH3:36])[CH3:35].C([O-])([O-])=O.[Cs+].[Cs+], predict the reaction product. The product is: [C:34]([O:38][C:39]([N:40]([C:41]1[N:42]=[CH:43][S:44][CH:45]=1)[S:46]([C:49]1[C:50]([F:57])=[CH:51][C:52]([O:33][C:11]2[C:12]([C:14]3[CH:19]=[CH:18][N:17]=[C:16]([N:20]4[CH2:21][CH2:22][N:23]([C:26]([O:28][C:29]([CH3:30])([CH3:32])[CH3:31])=[O:27])[CH2:24][CH2:25]4)[N:15]=3)=[CH:13][C:8]([C:4]3[CH:5]=[CH:6][CH:7]=[C:2]([F:1])[CH:3]=3)=[N:9][CH:10]=2)=[C:53]([Cl:55])[CH:54]=1)(=[O:48])=[O:47])=[O:58])([CH3:37])([CH3:35])[CH3:36]. (4) Given the reactants [N:1]1[CH:6]=[CH:5][CH:4]=[CH:3][C:2]=1[CH:7]=O.[N+](C1C=CC=CC=1)([O-])=O.[CH3:18][O:19][C:20]1[CH:41]=[CH:40][CH:39]=[CH:38][C:21]=1[O:22][C:23]1[CH:28]=[C:27]([O:29][C:30]2[CH:31]=[N:32][CH:33]=[CH:34][CH:35]=2)[CH:26]=[C:25]([NH2:36])[C:24]=1[NH2:37], predict the reaction product. The product is: [CH3:18][O:19][C:20]1[CH:41]=[CH:40][CH:39]=[CH:38][C:21]=1[O:22][C:23]1[C:24]2[N:37]=[C:7]([C:2]3[CH:3]=[CH:4][CH:5]=[CH:6][N:1]=3)[NH:36][C:25]=2[CH:26]=[C:27]([O:29][C:30]2[CH:31]=[N:32][CH:33]=[CH:34][CH:35]=2)[CH:28]=1. (5) Given the reactants [C:1]1([CH2:7][CH:8]=[CH:9][C:10](=[O:12])[CH3:11])[CH:6]=[CH:5][CH:4]=[CH:3][CH:2]=1.[C:13]1(=[O:23])[NH:17][C:16](=[O:18])[C:15]2=[CH:19][CH:20]=[CH:21][CH:22]=[C:14]12, predict the reaction product. The product is: [CH2:7]([CH:8]([N:17]1[C:13](=[O:23])[C:14]2[C:15](=[CH:19][CH:20]=[CH:21][CH:22]=2)[C:16]1=[O:18])[CH2:9][C:10](=[O:12])[CH3:11])[C:1]1[CH:6]=[CH:5][CH:4]=[CH:3][CH:2]=1. (6) Given the reactants Cl.[N+:2]([C:5]1[CH:11]=[C:10]([N+:12]([O-])=O)[CH:9]=[C:8]([I:15])[C:6]=1[NH2:7])([O-])=O.CO.[CH3:18]COC(C)=O, predict the reaction product. The product is: [I:15][C:8]1[C:6]2[N:7]=[CH:18][NH:2][C:5]=2[CH:11]=[C:10]([NH2:12])[CH:9]=1. (7) The product is: [Cl:21][C:18]1[S:17][C:16]([C:14]([NH:13][C@@:8]2([C:6]([OH:7])=[O:5])[CH2:12][CH2:11][O:10][CH2:9]2)=[O:15])=[CH:20][CH:19]=1. Given the reactants C([O:5][C:6]([C@:8]1([NH:13][C:14]([C:16]2[S:17][C:18]([Cl:21])=[CH:19][CH:20]=2)=[O:15])[CH2:12][CH2:11][O:10][CH2:9]1)=[O:7])C(C)C.[OH-].[Na+], predict the reaction product. (8) Given the reactants [O:1]=[C:2]1[CH2:19][CH2:18][C@@:17]2([CH3:20])[C:4]([CH2:5][CH2:6][C@@H:7]3[C@@H:16]2[CH2:15][CH2:14][C@@:12]2([CH3:13])[C@H:8]3[CH2:9][CH2:10][C@@H:11]2[C:21]([NH:23][C:24]2[CH:29]=[CH:28][CH:27]=[CH:26][C:25]=2[C:30]([F:33])([F:32])[F:31])=[O:22])=[CH:3]1.C1(Cl)C(=O)C(Cl)=C(Cl)C(=O)C=1Cl, predict the reaction product. The product is: [O:1]=[C:2]1[CH2:19][CH2:18][C@@:17]2([CH3:20])[C:4]([CH:5]=[CH:6][C@@H:7]3[C@@H:16]2[CH2:15][CH2:14][C@@:12]2([CH3:13])[C@H:8]3[CH2:9][CH2:10][C@@H:11]2[C:21]([NH:23][C:24]2[CH:29]=[CH:28][CH:27]=[CH:26][C:25]=2[C:30]([F:31])([F:32])[F:33])=[O:22])=[CH:3]1.